From a dataset of Forward reaction prediction with 1.9M reactions from USPTO patents (1976-2016). Predict the product of the given reaction. (1) Given the reactants Br[C:2]1[C:3]([C:17]2[CH:22]=[CH:21][CH:20]=[CH:19][CH:18]=2)=[N:4][N:5]2[C:10]([Si:11]([CH3:14])([CH3:13])[CH3:12])=[C:9]([O:15][CH3:16])[CH:8]=[CH:7][C:6]=12.C([Li])CCC.[Cl:28][C:29]1[N:34]=[C:33]([CH:35]=[O:36])[CH:32]=[N:31][CH:30]=1.[Cl-].[NH4+], predict the reaction product. The product is: [Cl:28][C:29]1[N:34]=[C:33]([CH:35]([C:2]2[C:3]([C:17]3[CH:22]=[CH:21][CH:20]=[CH:19][CH:18]=3)=[N:4][N:5]3[C:10]([Si:11]([CH3:14])([CH3:13])[CH3:12])=[C:9]([O:15][CH3:16])[CH:8]=[CH:7][C:6]=23)[OH:36])[CH:32]=[N:31][CH:30]=1. (2) Given the reactants I[C:2]1[CH:3]=[N:4][N:5]([CH3:19])[C:6]=1[CH2:7][CH2:8][C:9]1[CH:14]=[CH:13][C:12]([C:15]([F:18])([F:17])[F:16])=[CH:11][CH:10]=1.[CH3:20][N:21](C)C=O, predict the reaction product. The product is: [CH3:19][N:5]1[C:6]([CH2:7][CH2:8][C:9]2[CH:14]=[CH:13][C:12]([C:15]([F:18])([F:17])[F:16])=[CH:11][CH:10]=2)=[C:2]([C:20]#[N:21])[CH:3]=[N:4]1. (3) Given the reactants [CH3:1][O:2][C:3]1[CH:4]=[C:5]2[C:9](=[CH:10][CH:11]=1)[NH:8][C:7](=[O:12])/[C:6]/2=[CH:13]/[C:14]1[CH:22]=[C:21]2[C:17]([C:18](/[CH:23]=[CH:24]/[C:25]3[CH:30]=[CH:29][CH:28]=[CH:27][N:26]=3)=[N:19][NH:20]2)=[CH:16][CH:15]=1.C1C=C(Cl)C=C(C(OO)=[O:39])C=1, predict the reaction product. The product is: [CH3:1][O:2][C:3]1[CH:4]=[C:5]2[C:9](=[CH:10][CH:11]=1)[NH:8][C:7](=[O:12])/[C:6]/2=[CH:13]/[C:14]1[CH:22]=[C:21]2[C:17]([C:18](/[CH:23]=[CH:24]/[C:25]3[CH:30]=[CH:29][CH:28]=[CH:27][N+:26]=3[O-:39])=[N:19][NH:20]2)=[CH:16][CH:15]=1. (4) Given the reactants [CH3:1][C:2]1([CH3:15])[CH2:7][CH2:6][N:5]([C:8]([O:10][C:11]([CH3:14])([CH3:13])[CH3:12])=[O:9])[CH2:4][CH2:3]1.[OH2:16], predict the reaction product. The product is: [CH3:1][C:2]1([CH3:15])[CH2:7][CH2:6][N:5]([C:8]([O:10][C:11]([CH3:14])([CH3:13])[CH3:12])=[O:9])[C:4](=[O:16])[CH2:3]1. (5) The product is: [CH3:13][N:14]([CH2:19][C:20]1[O:21][C:22]2[CH:29]=[CH:28][CH:27]=[CH:26][C:23]=2[C:24]=1[CH3:25])[C:15](=[O:18])/[CH:16]=[CH:17]/[C:2]1[CH:12]=[N:11][C:5]2[NH:6][CH2:7][CH2:8][CH2:9][NH:10][C:4]=2[CH:3]=1. Given the reactants Br[C:2]1[CH:12]=[N:11][C:5]2[NH:6][CH2:7][CH2:8][CH2:9][NH:10][C:4]=2[CH:3]=1.[CH3:13][N:14]([CH2:19][C:20]1[O:21][C:22]2[CH:29]=[CH:28][CH:27]=[CH:26][C:23]=2[C:24]=1[CH3:25])[C:15](=[O:18])[CH:16]=[CH2:17].C(N(C(C)C)C(C)C)C.CC1C=CC=CC=1P(C1C=CC=CC=1C)C1C=CC=CC=1C, predict the reaction product. (6) Given the reactants C([O-])([O-])=O.[K+].[K+].S(O)(O)(=O)=O.[CH3:12][N:13]([CH3:17])[C:14]([NH2:16])=[NH:15].[C:18]([N:25]1[CH2:30][CH2:29][CH:28]([C:31](OCC)=[O:32])[C:27](=O)[CH2:26]1)([O:20][C:21]([CH3:24])([CH3:23])[CH3:22])=[O:19].[Al], predict the reaction product. The product is: [CH3:12][N:13]([CH3:17])[C:14]1[N:16]=[C:31]([OH:32])[C:28]2[CH2:29][CH2:30][N:25]([C:18]([O:20][C:21]([CH3:23])([CH3:22])[CH3:24])=[O:19])[CH2:26][C:27]=2[N:15]=1.